This data is from Full USPTO retrosynthesis dataset with 1.9M reactions from patents (1976-2016). The task is: Predict the reactants needed to synthesize the given product. (1) Given the product [CH3:1][O:2][C:3](=[O:15])[C@@H:4]([O:13][CH3:14])[CH2:5][C:6]1[CH:11]=[CH:10][CH:9]=[C:8]([O:12][C:22]([C:21]([O:20][C:16]([CH3:19])([CH3:18])[CH3:17])=[O:26])([CH3:24])[CH3:23])[CH:7]=1, predict the reactants needed to synthesize it. The reactants are: [CH3:1][O:2][C:3](=[O:15])[CH:4]([O:13][CH3:14])[CH2:5][C:6]1[CH:11]=[CH:10][CH:9]=[C:8]([OH:12])[CH:7]=1.[C:16]([O:20][C:21](=[O:26])[C:22](Br)([CH3:24])[CH3:23])([CH3:19])([CH3:18])[CH3:17].C(OC(=O)[C@@H](OC)CC1C=CC(C(OC(C)(C)C)=O)=CC=1OC)C. (2) Given the product [C:1]([O:5][C:6]([N:8]1[CH2:13][CH2:12][N:11]([C:14]2[CH:19]=[CH:18][C:17]([Br:20])=[CH:16][C:15]=2[NH2:21])[CH2:10][CH2:9]1)=[O:7])([CH3:4])([CH3:2])[CH3:3], predict the reactants needed to synthesize it. The reactants are: [C:1]([O:5][C:6]([N:8]1[CH2:13][CH2:12][N:11]([C:14]2[CH:19]=[CH:18][C:17]([Br:20])=[CH:16][C:15]=2[N+:21]([O-])=O)[CH2:10][CH2:9]1)=[O:7])([CH3:4])([CH3:3])[CH3:2].[BH4-].[Na+]. (3) Given the product [Br:9][C:10]1[CH:11]=[CH:12][C:13]([CH3:19])=[C:14]2[C:18]=1[NH:17][CH:16]=[C:15]2[Cl:1], predict the reactants needed to synthesize it. The reactants are: [Cl:1]N1C(=O)CCC1=O.[Br:9][C:10]1[CH:11]=[CH:12][C:13]([CH3:19])=[C:14]2[C:18]=1[NH:17][CH:16]=[CH:15]2.BrC1C=CC(C)=CC=1[N+]([O-])=O.[OH-].[Na+]. (4) Given the product [CH3:45][O:47][C:28]1[CH:33]=[C:32]([S:38]([C:10]2[N:14]([C:15]3[CH:20]=[CH:19][CH:18]=[CH:17][C:16]=3[CH3:21])[N:13]=[C:12]([C:22]([O:24][CH2:25][CH3:26])=[O:23])[CH:11]=2)(=[O:42])=[O:40])[CH:31]=[CH:30][CH:29]=1, predict the reactants needed to synthesize it. The reactants are: COC1C=C(S[C:10]2[N:14]([C:15]3[CH:20]=[CH:19][CH:18]=[CH:17][C:16]=3[CH3:21])[N:13]=[C:12]([C:22]([O:24][CH2:25][CH3:26])=[O:23])[CH:11]=2)C=CC=1.Cl[C:28]1[CH:33]=[CH:32][CH:31]=[C:30](C(OO)=O)[CH:29]=1.[S:38]([O-:42])([O-])(=[O:40])=S.[Na+].[Na+].[C:45](OCC)(=[O:47])C. (5) The reactants are: [CH2:1]([C:4]1([C:20]2[CH:25]=[CH:24][CH:23]=[CH:22][CH:21]=2)[O:9][C:8](=[O:10])[N:7]([CH:11]2[CH2:13][CH:12]2[C:14]2[CH:19]=[CH:18][CH:17]=[CH:16][CH:15]=2)[CH2:6][CH2:5]1)[CH:2]=[CH2:3].B.C1C[O:30]CC1.[OH-].[Na+].OO.Cl. Given the product [OH:30][CH2:3][CH2:2][CH2:1][C:4]1([C:20]2[CH:21]=[CH:22][CH:23]=[CH:24][CH:25]=2)[O:9][C:8](=[O:10])[N:7]([CH:11]2[CH2:13][CH:12]2[C:14]2[CH:15]=[CH:16][CH:17]=[CH:18][CH:19]=2)[CH2:6][CH2:5]1, predict the reactants needed to synthesize it.